From a dataset of Catalyst prediction with 721,799 reactions and 888 catalyst types from USPTO. Predict which catalyst facilitates the given reaction. (1) Reactant: Cl[C:2]1[C:7]([N+:8]([O-:10])=[O:9])=[CH:6][CH:5]=[C:4]([Cl:11])[N:3]=1.C([O-])([O-])=O.[K+].[K+].[CH3:18][CH:19]1[CH2:24][CH2:23][NH:22][CH2:21][CH2:20]1. Product: [Cl:11][C:4]1[N:3]=[C:2]([N:22]2[CH2:23][CH2:24][CH:19]([CH3:18])[CH2:20][CH2:21]2)[C:7]([N+:8]([O-:10])=[O:9])=[CH:6][CH:5]=1. The catalyst class is: 260. (2) Reactant: [F:1][C:2]([F:23])([F:22])[C:3]1[CH:4]=[C:5]([CH:20]=[O:21])[C:6]2[CH:7]=[CH:8][N:9]([CH2:12][O:13][CH2:14][CH2:15][Si:16]([CH3:19])([CH3:18])[CH3:17])[C:10]=2[CH:11]=1.[BH4-].[Na+]. Product: [F:23][C:2]([F:1])([F:22])[C:3]1[CH:11]=[C:10]2[C:6]([CH:7]=[CH:8][N:9]2[CH2:12][O:13][CH2:14][CH2:15][Si:16]([CH3:17])([CH3:18])[CH3:19])=[C:5]([CH2:20][OH:21])[CH:4]=1. The catalyst class is: 5. (3) Reactant: [Br:1][C:2]1[N:7]=[CH:6][C:5]([C:8](=[O:10])[CH3:9])=[CH:4][CH:3]=1.[Al+3].[Cl-].[Cl-].[Cl-].[Br:15]Br. Product: [Br:15][CH2:9][C:8]([C:5]1[CH:6]=[N:7][C:2]([Br:1])=[CH:3][CH:4]=1)=[O:10]. The catalyst class is: 452. (4) Reactant: C(#N)C.[NH:4]1[CH2:9][CH2:8][CH2:7][CH2:6][CH2:5]1.C(N(CC)CC)C.Cl[CH2:18][C:19]([C:21]1[CH:25]=[C:24]([C:26]2[CH:31]=[CH:30][C:29]([Cl:32])=[CH:28][CH:27]=2)[S:23][C:22]=1[CH3:33])=[O:20]. Product: [Cl:32][C:29]1[CH:30]=[CH:31][C:26]([C:24]2[S:23][C:22]([CH3:33])=[C:21]([C:19](=[O:20])[CH2:18][N:4]3[CH2:9][CH2:8][CH2:7][CH2:6][CH2:5]3)[CH:25]=2)=[CH:27][CH:28]=1. The catalyst class is: 6. (5) Reactant: [Br:1][C:2]1[CH:3]=[C:4]2[C:8](=[CH:9][CH:10]=1)[NH:7][CH:6]=[CH:5]2.[F:11][C:12]1[CH:13]=[N:14][CH:15]=[CH:16][C:17]=1I.[Cl-].[Li+].C([O-])([O-])=O.[K+].[K+]. Product: [Br:1][C:2]1[CH:3]=[C:4]2[C:8](=[CH:9][CH:10]=1)[N:7]([C:17]1[CH:16]=[CH:15][N:14]=[CH:13][C:12]=1[F:11])[CH:6]=[CH:5]2. The catalyst class is: 122.